Predict which catalyst facilitates the given reaction. From a dataset of Catalyst prediction with 721,799 reactions and 888 catalyst types from USPTO. (1) Reactant: [Li+].[Cl-].[Li+].CC([N-]C(C)C)C.[CH2:11]([C@@:13]12[C@@:24]([CH2:26][CH2:27][C:28]3[C:33]([CH2:34][C:35]([N:37]([C@H:39]([CH3:48])[C@H:40]([OH:47])[C:41]4[CH:46]=[CH:45][CH:44]=[CH:43][CH:42]=4)[CH3:38])=[O:36])=[C:32]([O:49][CH3:50])[CH:31]=[CH:30][N:29]=3)([OH:25])[CH2:23][CH2:22][C:21]1=[CH:20][C:19]1[N:18]([C:51]3[CH:56]=[CH:55][C:54]([F:57])=[CH:53][CH:52]=3)[N:17]=[CH:16][C:15]=1[CH2:14]2)[CH3:12].C1C=CC(S(N(S(C2C=CC=CC=2)(=O)=O)[F:68])(=O)=O)=CC=1. Product: [CH2:11]([C@@:13]12[C@@:24]([CH2:26][CH2:27][C:28]3[C:33]([CH:34]([F:68])[C:35]([N:37]([C@H:39]([CH3:48])[C@H:40]([OH:47])[C:41]4[CH:46]=[CH:45][CH:44]=[CH:43][CH:42]=4)[CH3:38])=[O:36])=[C:32]([O:49][CH3:50])[CH:31]=[CH:30][N:29]=3)([OH:25])[CH2:23][CH2:22][C:21]1=[CH:20][C:19]1[N:18]([C:51]3[CH:52]=[CH:53][C:54]([F:57])=[CH:55][CH:56]=3)[N:17]=[CH:16][C:15]=1[CH2:14]2)[CH3:12]. The catalyst class is: 1. (2) Product: [Br:6][C:7]1[C:11]([S:19][C:13]2[CH:18]=[CH:17][CH:16]=[CH:15][CH:14]=2)=[CH:10][S:9][CH:8]=1. Reactant: C([Li])CCC.[Br:6][C:7]1[C:11](Br)=[CH:10][S:9][CH:8]=1.[C:13]1([S:19][S:19][C:13]2[CH:18]=[CH:17][CH:16]=[CH:15][CH:14]=2)[CH:18]=[CH:17][CH:16]=[CH:15][CH:14]=1. The catalyst class is: 28. (3) Reactant: Cl.[F:2][CH:3]([F:12])[C@H:4]1[CH2:9][NH:8][CH2:7][C@@H:6]([OH:10])[C@@H:5]1[OH:11].C([O-])([O-])=O.[K+].[K+].[CH2:19](Br)[CH2:20][CH2:21][CH3:22]. Product: [CH2:19]([N:8]1[CH2:9][CH:4]([CH:3]([F:2])[F:12])[CH:5]([OH:11])[CH:6]([OH:10])[CH2:7]1)[CH2:20][CH2:21][CH3:22]. The catalyst class is: 3.